Dataset: Forward reaction prediction with 1.9M reactions from USPTO patents (1976-2016). Task: Predict the product of the given reaction. The product is: [Cl:12][C:3]1[CH:2]=[CH:10][C:6]([C:7]([NH2:9])=[O:8])=[C:5]([F:11])[CH:4]=1. Given the reactants Cl[C:2]1[CH:3]=[CH:4][C:5]([F:11])=[C:6]([CH:10]=1)[C:7]([NH2:9])=[O:8].[Cl:12]C1C=CC(C(O)=O)=C(F)C=1, predict the reaction product.